This data is from Catalyst prediction with 721,799 reactions and 888 catalyst types from USPTO. The task is: Predict which catalyst facilitates the given reaction. Reactant: [C:1]1(=[O:11])[C:10]2[C:5](=[CH:6][CH:7]=[CH:8][CH:9]=2)[CH:4]=[N:3][NH:2]1.[H-].[Na+].[CH3:14][O:15][C:16](=[O:25])[CH:17](Br)[CH2:18][CH:19]1[CH2:23][CH2:22][CH2:21][CH2:20]1.O. Product: [CH3:14][O:15][C:16](=[O:25])[CH:17]([N:2]1[N:3]=[CH:4][C:5]2[C:10](=[CH:9][CH:8]=[CH:7][CH:6]=2)[C:1]1=[O:11])[CH2:18][CH:19]1[CH2:20][CH2:21][CH2:22][CH2:23]1. The catalyst class is: 7.